This data is from Forward reaction prediction with 1.9M reactions from USPTO patents (1976-2016). The task is: Predict the product of the given reaction. (1) Given the reactants [NH:1]1[CH:5]=[N:4][CH:3]=[N:2]1.S(Cl)(Cl)=O.[Br:10][C:11]1[CH:16]=[CH:15][C:14]([CH:17]2[CH2:26][CH:25](O)[C:24]3[C:19](=[CH:20][CH:21]=[CH:22][CH:23]=3)[NH:18]2)=[CH:13][CH:12]=1, predict the reaction product. The product is: [Br:10][C:11]1[CH:12]=[CH:13][C:14]([CH:17]2[CH2:26][CH:25]([N:1]3[CH:5]=[N:4][CH:3]=[N:2]3)[C:24]3[C:19](=[CH:20][CH:21]=[CH:22][CH:23]=3)[NH:18]2)=[CH:15][CH:16]=1. (2) Given the reactants Br[C:2]1[CH:3]=[N:4][C:5]([NH:8][C:9]2[C:14]([N+:15]([O-:17])=[O:16])=[CH:13][CH:12]=[CH:11][C:10]=2[CH3:18])=[N:6][CH:7]=1.[C:19]([C:21]1[CH:26]=[C:25]([O:27][CH3:28])[CH:24]=[C:23]([O:29][CH3:30])[CH:22]=1)#[CH:20].C1(P(C2C=CC=CC=2)C2C=CC=CC=2)C=CC=CC=1.C(NCC)C, predict the reaction product. The product is: [CH3:30][O:29][C:23]1[CH:22]=[C:21]([C:19]#[C:20][C:2]2[CH:3]=[N:4][C:5]([NH:8][C:9]3[C:14]([N+:15]([O-:17])=[O:16])=[CH:13][CH:12]=[CH:11][C:10]=3[CH3:18])=[N:6][CH:7]=2)[CH:26]=[C:25]([O:27][CH3:28])[CH:24]=1. (3) Given the reactants [OH-].[Na+].C([O:10][C:11]([C:13]1([NH:19][C:20]([N:22]2[CH2:26][CH2:25][S:24][CH2:23]2)=[O:21])[CH2:18][CH2:17][CH2:16][CH2:15][CH2:14]1)=[O:12])C1C=CC=CC=1, predict the reaction product. The product is: [S:24]1[CH2:25][CH2:26][N:22]([C:20]([NH:19][C:13]2([C:11]([OH:12])=[O:10])[CH2:18][CH2:17][CH2:16][CH2:15][CH2:14]2)=[O:21])[CH2:23]1. (4) Given the reactants [H-].[H-].[H-].[H-].[Li+].[Al+3].[C:7]([O:11][C:12](=[O:36])[NH:13][C@@H:14]([C:30](=[O:35])N(OC)C)[CH2:15][C:16]1[CH:21]=[CH:20][C:19]([O:22][CH2:23][C:24]2[CH:29]=[CH:28][CH:27]=[CH:26][CH:25]=2)=[CH:18][CH:17]=1)([CH3:10])([CH3:9])[CH3:8], predict the reaction product. The product is: [C:7]([O:11][C:12](=[O:36])[NH:13][C@H:14]([CH2:15][C:16]1[CH:17]=[CH:18][C:19]([O:22][CH2:23][C:24]2[CH:29]=[CH:28][CH:27]=[CH:26][CH:25]=2)=[CH:20][CH:21]=1)[CH:30]=[O:35])([CH3:10])([CH3:8])[CH3:9]. (5) The product is: [F:41][C:19]1[CH:20]=[C:21]([NH:24][C:25]([C:27]2[C:32](=[O:33])[N:31]([C:34]3[CH:35]=[CH:36][C:37]([F:40])=[CH:38][CH:39]=3)[N:30]=[CH:29][CH:28]=2)=[O:26])[CH:22]=[CH:23][C:18]=1[O:17][C:16]1[CH:15]=[CH:14][N:13]=[C:12]2[NH:8][N:9]=[C:10]([N:42]3[CH2:43][CH2:44][NH:45][CH2:46][CH2:47]3)[C:11]=12. Given the reactants COC1C=CC(C[N:8]2[C:12]3=[N:13][CH:14]=[CH:15][C:16]([O:17][C:18]4[CH:23]=[CH:22][C:21]([NH:24][C:25]([C:27]5[C:32](=[O:33])[N:31]([C:34]6[CH:39]=[CH:38][C:37]([F:40])=[CH:36][CH:35]=6)[N:30]=[CH:29][CH:28]=5)=[O:26])=[CH:20][C:19]=4[F:41])=[C:11]3[C:10]([N:42]3[CH2:47][CH2:46][N:45](C(OC(C)(C)C)=O)[CH2:44][CH2:43]3)=[N:9]2)=CC=1.C(O)(C(F)(F)F)=O, predict the reaction product. (6) Given the reactants [Cl:1][C:2]1[N:7]=[C:6]([C:8]2[S:12][C:11]([C:13]([CH3:16])([CH3:15])[CH3:14])=[N:10][C:9]=2[C:17]2[CH:18]=[C:19]([CH:21]=[CH:22][C:23]=2[F:24])[NH2:20])[CH:5]=[CH:4][N:3]=1.N1C=CC=CC=1.[F:31][C:32]1[CH:37]=[CH:36][CH:35]=[C:34]([F:38])[C:33]=1[S:39](Cl)(=[O:41])=[O:40], predict the reaction product. The product is: [Cl:1][C:2]1[N:7]=[C:6]([C:8]2[S:12][C:11]([C:13]([CH3:16])([CH3:15])[CH3:14])=[N:10][C:9]=2[C:17]2[CH:18]=[C:19]([NH:20][S:39]([C:33]3[C:34]([F:38])=[CH:35][CH:36]=[CH:37][C:32]=3[F:31])(=[O:41])=[O:40])[CH:21]=[CH:22][C:23]=2[F:24])[CH:5]=[CH:4][N:3]=1. (7) Given the reactants FC1C=C(F)C=CC=1CNC1C(C2C=CC(F)=CC=2F)=CN=C([N:20]2[CH2:25][CH2:24][CH:23]([N:26]3[CH2:31][CH2:30][CH2:29][CH2:28][CH2:27]3)[CH2:22][CH2:21]2)N=1.ClC1N=C(NCC2C=CC(F)=CC=2F)C(C2C=CC(F)=CC=2F)=CN=1, predict the reaction product. The product is: [N:26]1([CH:23]2[CH2:24][CH2:25][NH:20][CH2:21][CH2:22]2)[CH2:31][CH2:30][CH2:29][CH2:28][CH2:27]1. (8) The product is: [CH2:8]([O:9][CH2:10][CH2:11][O:19][C:16]1[CH:17]=[CH:18][C:13]([Br:12])=[CH:14][CH:15]=1)[C:3]1[CH:4]=[CH:5][CH:6]=[CH:7][CH:2]=1. Given the reactants Br[C:2]1[CH:7]=[CH:6][CH:5]=[CH:4][C:3]=1[CH2:8][O:9][CH2:10][CH3:11].[Br:12][C:13]1[CH:18]=[CH:17][C:16]([OH:19])=[CH:15][CH:14]=1, predict the reaction product.